This data is from Reaction yield outcomes from USPTO patents with 853,638 reactions. The task is: Predict the reaction yield, written as a fraction of the theoretical maximum amount of product (1.0 means a 100% yield; for example, 0.34 means a 34% yield). (1) The catalyst is CCO.CCOC(C)=O. The reactants are [CH3:1][O:2][C:3](=[O:20])[C:4]1[CH:9]=[C:8]([NH2:10])[C:7]([NH2:11])=[C:6]([Cl:12])[C:5]=1[NH:13][C:14]1[CH:19]=[CH:18][CH:17]=[CH:16][CH:15]=1.[C:21](O)(=O)C.C(N)=N. The product is [CH3:1][O:2][C:3]([C:4]1[C:5]([NH:13][C:14]2[CH:15]=[CH:16][CH:17]=[CH:18][CH:19]=2)=[C:6]([Cl:12])[C:7]2[N:11]=[CH:21][NH:10][C:8]=2[CH:9]=1)=[O:20]. The yield is 0.990. (2) The reactants are Br[C:2]1[CH:7]=[CH:6][C:5]([C:8]2[N:17]=[C:16]([NH:18][C:19]3[NH:20][N:21]=[C:22]([CH3:24])[CH:23]=3)[C:15]3[C:10](=[CH:11][CH:12]=[CH:13][CH:14]=3)[N:9]=2)=[CH:4][CH:3]=1.[C:25]1(B(O)O)[CH:30]=[CH:29][CH:28]=[CH:27][CH:26]=1.C([O-])([O-])=O.[Na+].[Na+].C1(P(C2C=CC=CC=2)C2C=CC=CC=2)C=CC=CC=1. The catalyst is C1COCC1.O.C([O-])(=O)C.[Pd+2].C([O-])(=O)C. The product is [C:2]1([C:25]2[CH:30]=[CH:29][CH:28]=[CH:27][CH:26]=2)[CH:7]=[CH:6][C:5]([C:8]2[N:17]=[C:16]([NH:18][C:19]3[NH:20][N:21]=[C:22]([CH3:24])[CH:23]=3)[C:15]3[C:10](=[CH:11][CH:12]=[CH:13][CH:14]=3)[N:9]=2)=[CH:4][CH:3]=1. The yield is 0.510. (3) The reactants are Cl[CH2:2][C:3]1[N:12]([C:13]2[CH:18]=[CH:17][CH:16]=[CH:15][C:14]=2[Cl:19])[C:11](=[O:20])[C:10]2[C:5](=[CH:6][CH:7]=[C:8]([F:21])[CH:9]=2)[N:4]=1.O.[SH:23][C:24]1[N:32]=[CH:31][N:30]=[C:29]2[C:25]=1[NH:26][CH:27]=[N:28]2.C([O-])([O-])=O.[K+].[K+]. The catalyst is CN(C=O)C. The product is [Cl:19][C:14]1[CH:15]=[CH:16][CH:17]=[CH:18][C:13]=1[N:12]1[C:11](=[O:20])[C:10]2[C:5](=[CH:6][CH:7]=[C:8]([F:21])[CH:9]=2)[N:4]=[C:3]1[CH2:2][S:23][C:24]1[N:32]=[CH:31][N:30]=[C:29]2[C:25]=1[N:26]=[CH:27][NH:28]2. The yield is 0.640. (4) The reactants are [CH3:1][O:2][C:3]([C:5]1[N:6]=[C:7]([NH:10][C:11](=[O:40])[C@@H:12]([N:23]2[C:27](=[O:28])[C:26]([C:30]3[CH:38]=[CH:37][C:33]4[O:34][CH2:35][O:36][C:32]=4[CH:31]=3)(O)[NH:25][C:24]2=[O:39])[CH2:13][C:14]2[CH:19]=[CH:18][C:17]([C:20](=[O:22])[NH2:21])=[CH:16][CH:15]=2)[S:8][CH:9]=1)=[O:4].C(=O)(O)[O-].[Na+]. The catalyst is C(O)(=O)C.[Zn]. The product is [CH3:1][O:2][C:3]([C:5]1[N:6]=[C:7]([NH:10][C:11](=[O:40])[C@@H:12]([N:23]2[C:27](=[O:28])[CH:26]([C:30]3[CH:38]=[CH:37][C:33]4[O:34][CH2:35][O:36][C:32]=4[CH:31]=3)[NH:25][C:24]2=[O:39])[CH2:13][C:14]2[CH:19]=[CH:18][C:17]([C:20](=[O:22])[NH2:21])=[CH:16][CH:15]=2)[S:8][CH:9]=1)=[O:4]. The yield is 0.300. (5) The product is [Cl:1][C:2]1[CH:3]=[C:4]([C@@H:12]([CH2:16][CH:17]2[CH2:21][CH2:20][CH2:19][CH2:18]2)[C:13]([NH:40][C:37]2[CH:36]=[N:35][C:34]([C@H:32]3[CH2:31][O:30][C:29]([CH3:41])([CH3:28])[O:33]3)=[CH:39][N:38]=2)=[O:15])[CH:5]=[CH:6][C:7]=1[S:8]([CH3:11])(=[O:9])=[O:10]. The reactants are [Cl:1][C:2]1[CH:3]=[C:4]([C@@H:12]([CH2:16][CH:17]2[CH2:21][CH2:20][CH2:19][CH2:18]2)[C:13]([OH:15])=O)[CH:5]=[CH:6][C:7]=1[S:8]([CH3:11])(=[O:10])=[O:9].C(Cl)(=O)C(Cl)=O.[CH3:28][C:29]1([CH3:41])[O:33][C@@H:32]([C:34]2[N:35]=[CH:36][C:37]([NH2:40])=[N:38][CH:39]=2)[CH2:31][O:30]1.N1C=CC=CC=1.Cl. The catalyst is CN(C)C=O.C(Cl)Cl. The yield is 0.920. (6) The reactants are [Br:1][C:2]1[CH:3]=[C:4]2[C:10]3([CH2:14][CH2:13][NH:12][CH2:11]3)[CH2:9][N:8]([C:15]([NH:17][C:18]3[S:19][C:20]([Cl:23])=[CH:21][N:22]=3)=[O:16])[C:5]2=[CH:6][CH:7]=1.C(N(CC)CC)C.[C:31](Cl)(=[O:33])[CH3:32]. The catalyst is C(Cl)Cl.O. The product is [C:31]([N:12]1[CH2:13][CH2:14][C:10]2([C:4]3[C:5](=[CH:6][CH:7]=[C:2]([Br:1])[CH:3]=3)[N:8]([C:15]([NH:17][C:18]3[S:19][C:20]([Cl:23])=[CH:21][N:22]=3)=[O:16])[CH2:9]2)[CH2:11]1)(=[O:33])[CH3:32]. The yield is 0.940. (7) The reactants are [NH2:1][C:2]1[CH:3]=[C:4]([CH:17]=[CH:18][CH:19]=1)[C:5]([NH:7][C:8]1[CH:13]=[CH:12][C:11]([N+:14]([O-:16])=[O:15])=[CH:10][CH:9]=1)=[O:6].[NH2:20][C:21]1[N:26]=[C:25]([CH3:27])[CH:24]=[C:23]([Cl:28])[N:22]=1.Cl. The catalyst is C(OCCO)C.C(OCC)(=O)C. The product is [ClH:28].[NH2:20][C:21]1[N:22]=[C:23]([NH:1][C:2]2[CH:3]=[C:4]([CH:17]=[CH:18][CH:19]=2)[C:5]([NH:7][C:8]2[CH:9]=[CH:10][C:11]([N+:14]([O-:16])=[O:15])=[CH:12][CH:13]=2)=[O:6])[CH:24]=[C:25]([CH3:27])[N:26]=1. The yield is 0.980. (8) The reactants are [NH2:1][C:2](/[N:4]=[C:5](/[N:7]([CH3:9])[CH3:8])\[CH3:6])=[S:3].[CH3:10][I:11]. The catalyst is C1COCC1. The product is [IH:11].[NH2:1][CH:2]([S:3][CH3:10])/[N:4]=[C:5](/[N:7]([CH3:9])[CH3:8])\[CH3:6]. The yield is 0.960.